Dataset: Forward reaction prediction with 1.9M reactions from USPTO patents (1976-2016). Task: Predict the product of the given reaction. (1) Given the reactants [N:1]1[CH:6]=[CH:5][CH:4]=[C:3]([O:7][C:8]2[CH:9]=[C:10]([N+:14]([O-])=O)[CH:11]=[CH:12][CH:13]=2)[CH:2]=1, predict the reaction product. The product is: [N:1]1[CH:6]=[CH:5][CH:4]=[C:3]([O:7][C:8]2[CH:9]=[C:10]([CH:11]=[CH:12][CH:13]=2)[NH2:14])[CH:2]=1. (2) Given the reactants Cl.Cl.[C:3]1([CH2:9][CH2:10][N:11]2[CH2:16][CH2:15][NH:14][CH2:13][CH2:12]2)[CH:8]=[CH:7][CH:6]=[CH:5][CH:4]=1.[C:17]([N:25]=[C:26]=[O:27])(=[O:24])[C:18]1[CH:23]=[CH:22][CH:21]=[CH:20][CH:19]=1.C(=O)([O-])O.[Na+], predict the reaction product. The product is: [C:17]([NH:25][C:26]([N:14]1[CH2:13][CH2:12][N:11]([CH2:10][CH2:9][C:3]2[CH:8]=[CH:7][CH:6]=[CH:5][CH:4]=2)[CH2:16][CH2:15]1)=[O:27])(=[O:24])[C:18]1[CH:23]=[CH:22][CH:21]=[CH:20][CH:19]=1. (3) Given the reactants [NH2:1][C@H:2]1[CH2:6][C@@H:5]([C:7]([OH:9])=[O:8])[CH:4]=[CH:3]1, predict the reaction product. The product is: [NH2:1][C@@H:2]1[CH2:3][CH2:4][C@H:5]([C:7]([OH:9])=[O:8])[CH2:6]1. (4) Given the reactants [C:1]([O:5][C:6]([N:8]([C:28]([O:30][C:31]([CH3:34])([CH3:33])[CH3:32])=[O:29])[C:9]1[O:17][C:16]2[C:11](=[N:12][CH:13]=[C:14](/[CH:18]=[CH:19]/[CH2:20][O:21][CH3:22])[CH:15]=2)[C:10]=1[C:23]([O:25][CH2:26][CH3:27])=[O:24])=[O:7])([CH3:4])([CH3:3])[CH3:2], predict the reaction product. The product is: [C:31]([O:30][C:28]([N:8]([C:6]([O:5][C:1]([CH3:2])([CH3:4])[CH3:3])=[O:7])[C:9]1[O:17][C:16]2[C:11](=[N:12][CH:13]=[C:14]([CH2:18][CH2:19][CH2:20][O:21][CH3:22])[CH:15]=2)[C:10]=1[C:23]([O:25][CH2:26][CH3:27])=[O:24])=[O:29])([CH3:34])([CH3:32])[CH3:33]. (5) Given the reactants [C:1]([O:5][C:6]([NH:8][CH2:9][C:10]1[CH:15]=[CH:14][C:13]([C:16]2[C:25]([C:26]3[CH:31]=[CH:30][CH:29]=[CH:28][CH:27]=3)=[CH:24][C:23]3[C:18](=[CH:19][CH:20]=[N:21][C:22]=3[CH:32]([C:36]3[CH:41]=[CH:40][N:39]=[CH:38][CH:37]=3)[C:33]([O-:35])=O)[N:17]=2)=[CH:12][CH:11]=1)=[O:7])([CH3:4])([CH3:3])[CH3:2].[NH2:42][NH2:43], predict the reaction product. The product is: [NH:42]([C:33](=[O:35])[CH:32]([C:22]1[N:21]=[CH:20][CH:19]=[C:18]2[C:23]=1[CH:24]=[C:25]([C:26]1[CH:31]=[CH:30][CH:29]=[CH:28][CH:27]=1)[C:16]([C:13]1[CH:12]=[CH:11][C:10]([CH2:9][NH:8][C:6](=[O:7])[O:5][C:1]([CH3:4])([CH3:3])[CH3:2])=[CH:15][CH:14]=1)=[N:17]2)[C:36]1[CH:41]=[CH:40][N:39]=[CH:38][CH:37]=1)[NH2:43]. (6) Given the reactants C(N(CC)CC)C.[CH3:8][S:9](Cl)(=[O:11])=[O:10].[O:13]1[CH2:17][CH2:16][CH:15]([CH2:18][CH2:19][OH:20])[CH2:14]1.O, predict the reaction product. The product is: [O:13]1[CH2:17][CH2:16][CH:15]([CH2:18][CH2:19][O:20][S:9]([CH3:8])(=[O:11])=[O:10])[CH2:14]1.